This data is from Reaction yield outcomes from USPTO patents with 853,638 reactions. The task is: Predict the reaction yield, written as a fraction of the theoretical maximum amount of product (1.0 means a 100% yield; for example, 0.34 means a 34% yield). (1) The reactants are [F:1][C:2]([F:7])([F:6])[C:3]([OH:5])=[O:4].[CH2:8]([N:10](C)[C:11]1[N:16]=[CH:15][C:14]([C:17]2[CH:18]=[C:19]3[C:23](=[C:24]([C:26]([NH2:28])=[O:27])[CH:25]=2)[NH:22][CH:21]=[C:20]3[CH:29]2[CH2:34][CH2:33][N:32]([S:35]([CH2:38][CH3:39])(=[O:37])=[O:36])[CH2:31][CH2:30]2)=[CH:13][CH:12]=1)[CH3:9].[CH3:41]NC. No catalyst specified. The product is [F:1][C:2]([F:7])([F:6])[C:3]([OH:5])=[O:4].[CH2:38]([S:35]([N:32]1[CH2:31][CH2:30][CH:29]([C:20]2[C:19]3[C:23](=[C:24]([C:26]([NH2:28])=[O:27])[CH:25]=[C:17]([C:14]4[CH:15]=[N:16][C:11]([NH:10][CH:8]([CH3:41])[CH3:9])=[CH:12][CH:13]=4)[CH:18]=3)[NH:22][CH:21]=2)[CH2:34][CH2:33]1)(=[O:36])=[O:37])[CH3:39]. The yield is 0.145. (2) The reactants are Cl[C:2]1[C:11]2[C:6](=[CH:7][CH:8]=[CH:9][CH:10]=2)[C:5]([C:12]2[CH:17]=[CH:16][C:15]([F:18])=[CH:14][CH:13]=2)=[N:4][N:3]=1.[CH3:19][C@H:20]1[CH2:25][NH:24][CH2:23][CH2:22][N:21]1[C:26]([O:28][C:29]([CH3:32])([CH3:31])[CH3:30])=[O:27].C(N(CC)CC)C.O. The catalyst is CS(C)=O. The product is [F:18][C:15]1[CH:16]=[CH:17][C:12]([C:5]2[C:6]3[C:11](=[CH:10][CH:9]=[CH:8][CH:7]=3)[C:2]([N:24]3[CH2:23][CH2:22][N:21]([C:26]([O:28][C:29]([CH3:32])([CH3:31])[CH3:30])=[O:27])[C@@H:20]([CH3:19])[CH2:25]3)=[N:3][N:4]=2)=[CH:13][CH:14]=1. The yield is 0.840. (3) The reactants are [C:1]([C:5]1[CH:10]=[C:9]([C:11]([CH3:14])([CH3:13])[CH3:12])[CH:8]=[CH:7][C:6]=1[OH:15])([CH3:4])([CH3:3])[CH3:2].C(N(CC)CC)C.[CH2:23]([S:25](Cl)(=[O:27])=[O:26])[CH3:24]. The yield is 0.700. The product is [CH2:23]([S:25]([O:15][C:6]1[CH:7]=[CH:8][C:9]([C:11]([CH3:14])([CH3:13])[CH3:12])=[CH:10][C:5]=1[C:1]([CH3:4])([CH3:3])[CH3:2])(=[O:27])=[O:26])[CH3:24]. The catalyst is C1(C)C=CC=CC=1.Cl. (4) The reactants are C(O)C.[C:4]([C:7]1[CH:8]=[CH:9][C:10]([O:30]CC2C=CC=CC=2)=[C:11]([CH:29]=1)[C:12]([NH:14][C:15]1[CH:20]=[C:19]([C:21]([F:24])([F:23])[F:22])[CH:18]=[C:17]([C:25]([F:28])([F:27])[F:26])[CH:16]=1)=[O:13])(=[O:6])[CH3:5]. The catalyst is [C].[Pd].O1CCCC1. The product is [C:4]([C:7]1[CH:8]=[CH:9][C:10]([OH:30])=[C:11]([CH:29]=1)[C:12]([NH:14][C:15]1[CH:16]=[C:17]([C:25]([F:26])([F:27])[F:28])[CH:18]=[C:19]([C:21]([F:22])([F:23])[F:24])[CH:20]=1)=[O:13])(=[O:6])[CH3:5]. The yield is 0.470. (5) The reactants are [NH2:1][C:2]1[C:12]([F:13])=[CH:11][CH:10]=[CH:9][C:3]=1[C:4]([NH:6][CH2:7][CH3:8])=[O:5].CN1CCCC1=O.C(N(CC)C(C)C)(C)C.[Cl:30][C:31]1[N:36]=[C:35](Cl)[C:34]([Cl:38])=[CH:33][N:32]=1. No catalyst specified. The product is [Cl:30][C:31]1[N:36]=[C:35]([NH:1][C:2]2[C:12]([F:13])=[CH:11][CH:10]=[CH:9][C:3]=2[C:4]([NH:6][CH2:7][CH3:8])=[O:5])[C:34]([Cl:38])=[CH:33][N:32]=1. The yield is 0.500.